From a dataset of Catalyst prediction with 721,799 reactions and 888 catalyst types from USPTO. Predict which catalyst facilitates the given reaction. (1) Reactant: [H-].[Na+].[C:3]([O:7][C:8]([N:10]1[CH2:15][CH2:14][CH:13]([OH:16])[CH2:12][CH2:11]1)=[O:9])([CH3:6])([CH3:5])[CH3:4].Br[C:18]1[N:19]([CH3:34])[C:20]2[C:25]([N:26]=1)=[C:24]([N:27]1[CH2:32][CH2:31][O:30][CH2:29][CH2:28]1)[N:23]=[C:22]([Cl:33])[N:21]=2. Product: [Cl:33][C:22]1[N:21]=[C:20]2[C:25]([N:26]=[C:18]([O:16][CH:13]3[CH2:14][CH2:15][N:10]([C:8]([O:7][C:3]([CH3:6])([CH3:4])[CH3:5])=[O:9])[CH2:11][CH2:12]3)[N:19]2[CH3:34])=[C:24]([N:27]2[CH2:32][CH2:31][O:30][CH2:29][CH2:28]2)[N:23]=1. The catalyst class is: 31. (2) Reactant: [CH2:1]([NH:4][C@@H:5]1[CH2:14][C:13]2[C:8]3=[C:9]([N:15]([O:18][CH3:19])[C:16](=[O:17])[N:7]3[CH2:6]1)[CH:10]=[CH:11][CH:12]=2)[CH2:2][CH3:3].I[CH2:21][CH2:22][CH3:23].C(=O)([O-])[O-].[K+].[K+]. Product: [CH2:1]([N:4]([CH2:21][CH2:22][CH3:23])[C@@H:5]1[CH2:14][C:13]2[C:8]3=[C:9]([N:15]([O:18][CH3:19])[C:16](=[O:17])[N:7]3[CH2:6]1)[CH:10]=[CH:11][CH:12]=2)[CH2:2][CH3:3]. The catalyst class is: 10. (3) Reactant: [S:1]1[CH2:6][CH:5]=[C:4]([C:7]2[S:8][C:9]([C:12]3[CH:13]=[C:14]([NH:19][C:20]4[N:25]=[C:24]([C:26]([F:29])([F:28])[F:27])[CH:23]=[CH:22][N:21]=4)[CH:15]=[C:16]([CH3:18])[CH:17]=3)=[CH:10][N:11]=2)[CH2:3][CH2:2]1. Product: [CH3:18][C:16]1[CH:15]=[C:14]([NH:19][C:20]2[N:25]=[C:24]([C:26]([F:29])([F:27])[F:28])[CH:23]=[CH:22][N:21]=2)[CH:13]=[C:12]([C:9]2[S:8][C:7]([CH:4]3[CH2:3][CH2:2][S:1][CH2:6][CH2:5]3)=[N:11][CH:10]=2)[CH:17]=1. The catalyst class is: 99. (4) Reactant: [Br:1][C:2]1[CH:9]=[CH:8][C:5]([CH2:6]Br)=[CH:4][CH:3]=1.[OH:10][CH:11]1[CH2:16][CH2:15][NH:14][CH2:13][CH2:12]1.C(=O)([O-])[O-].[K+].[K+].O. Product: [Br:1][C:2]1[CH:9]=[CH:8][C:5]([CH2:6][N:14]2[CH2:15][CH2:16][CH:11]([OH:10])[CH2:12][CH2:13]2)=[CH:4][CH:3]=1. The catalyst class is: 44. (5) Reactant: [NH:1]1[CH2:6][CH2:5][O:4][CH2:3][CH2:2]1.[F:7][C:8]([F:19])([F:18])[C:9](O[C:9](=[O:10])[C:8]([F:19])([F:18])[F:7])=[O:10].C(N(CC)C(C)C)(C)C. Product: [F:7][C:8]([F:19])([F:18])[C:9]([N:1]1[CH2:6][CH2:5][O:4][CH2:3][CH2:2]1)=[O:10]. The catalyst class is: 4. (6) Reactant: C(O[C:4](=[O:8])/[CH:5]=[CH:6]\[O-])C.[Na+].Cl.[CH:11]1([C:14](=[NH:16])[NH2:15])[CH2:13][CH2:12]1. Product: [CH:11]1([C:14]2[N:16]=[C:4]([OH:8])[CH:5]=[CH:6][N:15]=2)[CH2:13][CH2:12]1. The catalyst class is: 6. (7) Reactant: [CH3:1][N:2]1[C:6]([C:7]2[CH:8]=[C:9]([C:14]3[CH:19]=[CH:18][CH:17]=[CH:16][CH:15]=3)[CH:10]=[CH:11][C:12]=2[OH:13])=[CH:5][CH:4]=[N:3]1.C(=O)([O-])[O-].[K+].[K+].[C:26]([C:28]1[CH:29]=[C:30]([S:35]([NH:38][C:39]2[S:40][C:41]([F:44])=[CH:42][N:43]=2)(=[O:37])=[O:36])[CH:31]=[CH:32][C:33]=1F)#[N:27].[Cl-].[NH4+]. Product: [C:26]([C:28]1[CH:29]=[C:30]([S:35]([NH:38][C:39]2[S:40][C:41]([F:44])=[CH:42][N:43]=2)(=[O:37])=[O:36])[CH:31]=[CH:32][C:33]=1[O:13][C:12]1[CH:11]=[CH:10][C:9]([C:14]2[CH:15]=[CH:16][CH:17]=[CH:18][CH:19]=2)=[CH:8][C:7]=1[C:6]1[N:2]([CH3:1])[N:3]=[CH:4][CH:5]=1)#[N:27]. The catalyst class is: 9.